From a dataset of Forward reaction prediction with 1.9M reactions from USPTO patents (1976-2016). Predict the product of the given reaction. (1) Given the reactants Br[C:2]1[N:6]2[N:7]=[C:8]([NH:11][CH2:12][CH2:13][C:14]3[CH:19]=[CH:18][CH:17]=[CH:16][C:15]=3[O:20][CH2:21][CH3:22])[CH:9]=[CH:10][C:5]2=[N:4][CH:3]=1.[C:23]1(B2OC(C)(C)C(C)(C)O2)[CH2:27][CH2:26][CH2:25][CH:24]=1.C([O-])([O-])=O.[K+].[K+], predict the reaction product. The product is: [C:23]1([C:2]2[N:6]3[N:7]=[C:8]([NH:11][CH2:12][CH2:13][C:14]4[CH:19]=[CH:18][CH:17]=[CH:16][C:15]=4[O:20][CH2:21][CH3:22])[CH:9]=[CH:10][C:5]3=[N:4][CH:3]=2)[CH2:27][CH2:26][CH2:25][CH:24]=1. (2) Given the reactants [ClH:1].Cl.[CH:3]1[CH:12]=[CH:11][C:10]2[CH2:13][CH2:14][CH2:15][N:8]3[C:9]=2[C:4]=1[C@H:5]1[CH2:18][NH:17][CH2:16][C@H:6]1[CH2:7]3.[CH2:19](Br)[CH2:20][CH2:21][CH3:22].C(=O)([O-])[O-].[K+].[K+].[I-].[K+].Cl.CCOCC, predict the reaction product. The product is: [ClH:1].[ClH:1].[CH2:19]([N:17]1[CH2:18][C@H:5]2[C@H:6]([CH2:7][N:8]3[CH2:15][CH2:14][CH2:13][C:10]4[CH:11]=[CH:12][CH:3]=[C:4]2[C:9]3=4)[CH2:16]1)[CH2:20][CH2:21][CH3:22]. (3) Given the reactants C([O:4][C:5]1[CH:10]=[CH:9][CH:8]=[CH:7][C:6]=1[C:11](=[O:21])[NH:12][C:13]1[S:14][C:15]([S:18]([CH3:20])=[O:19])=[CH:16][N:17]=1)(=O)C.Cl, predict the reaction product. The product is: [OH:4][C:5]1[CH:10]=[CH:9][CH:8]=[CH:7][C:6]=1[C:11]([NH:12][C:13]1[S:14][C:15]([S:18]([CH3:20])=[O:19])=[CH:16][N:17]=1)=[O:21]. (4) Given the reactants [O:1]=[CH:2][CH2:3][C@H:4]([NH:15][C:16]([C:18]1[CH:19]=[N:20][N:21]([C:24]2[CH:29]=[CH:28][C:27]([Cl:30])=[CH:26][CH:25]=2)[C:22]=1[CH3:23])=[O:17])[C:5]1[CH:10]=[CH:9][CH:8]=[C:7]([C:11]([F:14])([F:13])[F:12])[CH:6]=1.[BH4-].[Na+], predict the reaction product. The product is: [OH:1][CH2:2][CH2:3][C@H:4]([NH:15][C:16]([C:18]1[CH:19]=[N:20][N:21]([C:24]2[CH:29]=[CH:28][C:27]([Cl:30])=[CH:26][CH:25]=2)[C:22]=1[CH3:23])=[O:17])[C:5]1[CH:10]=[CH:9][CH:8]=[C:7]([C:11]([F:14])([F:13])[F:12])[CH:6]=1. (5) Given the reactants [CH2:1]([O:3][C:4]1[CH:19]=[CH:18][C:7]([CH2:8][CH:9]([C:14]([O:16][CH3:17])=[O:15])[C:10]([O:12][CH3:13])=[O:11])=[CH:6][C:5]=1[CH2:20][OH:21])[CH3:2].[F:22][C:23]([F:34])([F:33])[C:24]1[CH:29]=[CH:28][C:27]([N:30]=[C:31]=[O:32])=[CH:26][CH:25]=1, predict the reaction product. The product is: [CH2:1]([O:3][C:4]1[CH:19]=[CH:18][C:7]([CH2:8][CH:9]([C:14]([O:16][CH3:17])=[O:15])[C:10]([O:12][CH3:13])=[O:11])=[CH:6][C:5]=1[CH2:20][O:21][C:31]([NH:30][C:27]1[CH:26]=[CH:25][C:24]([C:23]([F:22])([F:33])[F:34])=[CH:29][CH:28]=1)=[O:32])[CH3:2]. (6) Given the reactants [C:1]([C:5]1[CH:10]=[CH:9][CH:8]=[CH:7][C:6]=1[N:11]=[C:12]([C:14]1[CH:19]=[CH:18][CH:17]=[C:16]([C:20](=O)[CH3:21])[N:15]=1)[CH3:13])([CH3:4])([CH3:3])[CH3:2].[CH2:23]([O:43][C:44]1[C:50]([C:51]2[CH:56]=[CH:55][CH:54]=[CH:53][CH:52]=2)=[CH:49][C:47]([NH2:48])=[CH:46][C:45]=1[C:57]1[CH:62]=[CH:61][CH:60]=[CH:59][CH:58]=1)[CH2:24][CH2:25][CH2:26][CH2:27][CH2:28][CH2:29][CH2:30][CH2:31][CH2:32][CH2:33][CH2:34][CH2:35][CH2:36][CH2:37][CH2:38][CH2:39][CH2:40][CH2:41][CH3:42], predict the reaction product. The product is: [C:1]([C:5]1[CH:10]=[CH:9][CH:8]=[CH:7][C:6]=1[N:11]=[C:12]([C:14]1[CH:19]=[CH:18][CH:17]=[C:16]([C:20](=[N:48][C:47]2[CH:46]=[C:45]([C:57]3[CH:58]=[CH:59][CH:60]=[CH:61][CH:62]=3)[C:44]([O:43][CH2:23][CH2:24][CH2:25][CH2:26][CH2:27][CH2:28][CH2:29][CH2:30][CH2:31][CH2:32][CH2:33][CH2:34][CH2:35][CH2:36][CH2:37][CH2:38][CH2:39][CH2:40][CH2:41][CH3:42])=[C:50]([C:51]3[CH:56]=[CH:55][CH:54]=[CH:53][CH:52]=3)[CH:49]=2)[CH3:21])[N:15]=1)[CH3:13])([CH3:4])([CH3:2])[CH3:3].